From a dataset of Full USPTO retrosynthesis dataset with 1.9M reactions from patents (1976-2016). Predict the reactants needed to synthesize the given product. (1) Given the product [Br:18][C:19]1[CH:25]=[CH:24][C:22]([N:23]2[C:11]([C:8]3[CH:9]=[CH:10][C:5]([S:2]([CH3:1])(=[O:4])=[O:3])=[CH:6][CH:7]=3)=[CH:12][CH:13]=[C:14]2[CH3:15])=[CH:21][CH:20]=1, predict the reactants needed to synthesize it. The reactants are: [CH3:1][S:2]([C:5]1[CH:10]=[CH:9][C:8]([C:11](=O)[CH2:12][CH2:13][C:14](=O)[CH3:15])=[CH:7][CH:6]=1)(=[O:4])=[O:3].[Br:18][C:19]1[CH:25]=[CH:24][C:22]([NH2:23])=[CH:21][CH:20]=1.C1(C)C=CC(S(O)(=O)=O)=CC=1. (2) Given the product [C:21]([NH:2][CH2:3][CH2:4][NH:5][C:6]([C:8]1[O:9][C:10]([CH3:20])([C:14]2[CH:19]=[CH:18][CH:17]=[CH:16][CH:15]=2)[C:11](=[O:13])[CH:12]=1)=[O:7])(=[O:43])[CH2:22][CH2:23]/[CH:24]=[CH:25]\[CH2:26]/[CH:27]=[CH:28]\[CH2:29]/[CH:30]=[CH:31]\[CH2:32]/[CH:33]=[CH:34]\[CH2:35]/[CH:36]=[CH:37]\[CH2:38]/[CH:39]=[CH:40]\[CH2:41][CH3:42], predict the reactants needed to synthesize it. The reactants are: Cl.[NH2:2][CH2:3][CH2:4][NH:5][C:6]([C:8]1[O:9][C:10]([CH3:20])([C:14]2[CH:19]=[CH:18][CH:17]=[CH:16][CH:15]=2)[C:11](=[O:13])[CH:12]=1)=[O:7].[C:21](O)(=[O:43])[CH2:22][CH2:23]/[CH:24]=[CH:25]\[CH2:26]/[CH:27]=[CH:28]\[CH2:29]/[CH:30]=[CH:31]\[CH2:32]/[CH:33]=[CH:34]\[CH2:35]/[CH:36]=[CH:37]\[CH2:38]/[CH:39]=[CH:40]\[CH2:41][CH3:42].CN(C(ON1N=NC2C=CC=NC1=2)=[N+](C)C)C.F[P-](F)(F)(F)(F)F.CCN(C(C)C)C(C)C. (3) Given the product [Br:2][CH:23]([C:21]1[CH:22]=[C:17]([N:11]2[CH2:10][CH2:9][C:8]3[C:13](=[CH:14][CH:15]=[C:6]([Cl:5])[CH:7]=3)[C:12]2=[O:16])[CH:18]=[N:19][CH:20]=1)[CH3:24], predict the reactants needed to synthesize it. The reactants are: P(Br)(Br)[Br:2].[Cl:5][C:6]1[CH:7]=[C:8]2[C:13](=[CH:14][CH:15]=1)[C:12](=[O:16])[N:11]([C:17]1[CH:18]=[N:19][CH:20]=[C:21]([CH:23](O)[CH3:24])[CH:22]=1)[CH2:10][CH2:9]2. (4) Given the product [CH2:42]([O:41][P:40]([CH2:39][CH2:38][N:20]1[CH2:19][CH2:18][N:17]([CH2:16][C:13]2[CH:12]=[CH:11][C:10]([C:9](=[O:23])[NH:8][C:5]3[CH:6]=[CH:7][C:2]([CH3:1])=[C:3]([NH:24][C:25]4[N:30]=[C:29]([C:31]5[CH:32]=[N:33][CH:34]=[CH:35][CH:36]=5)[CH:28]=[CH:27][N:26]=4)[CH:4]=3)=[CH:15][CH:14]=2)[CH2:22][CH2:21]1)(=[O:47])[O:44][CH2:45][CH3:46])[CH3:43], predict the reactants needed to synthesize it. The reactants are: [CH3:1][C:2]1[CH:7]=[CH:6][C:5]([NH:8][C:9](=[O:23])[C:10]2[CH:15]=[CH:14][C:13]([CH2:16][N:17]3[CH2:22][CH2:21][NH:20][CH2:19][CH2:18]3)=[CH:12][CH:11]=2)=[CH:4][C:3]=1[NH:24][C:25]1[N:30]=[C:29]([C:31]2[CH:32]=[N:33][CH:34]=[CH:35][CH:36]=2)[CH:28]=[CH:27][N:26]=1.Br[CH2:38][CH2:39][P:40](=[O:47])([O:44][CH2:45][CH3:46])[O:41][CH2:42][CH3:43].C([O-])([O-])=O.[K+].[K+]. (5) Given the product [C:17]([O:16][C:14]([N:12]1[C:11]2[CH:21]=[C:22]([Cl:28])[C:23]([N:25]([CH3:26])[CH3:27])=[CH:24][C:10]=2[O:9][CH:8]([C:6]([OH:7])=[O:5])[CH2:13]1)=[O:15])([CH3:20])([CH3:18])[CH3:19], predict the reactants needed to synthesize it. The reactants are: [Li+].[OH-].CC[O:5][C:6]([CH:8]1[CH2:13][N:12]([C:14]([O:16][C:17]([CH3:20])([CH3:19])[CH3:18])=[O:15])[C:11]2[CH:21]=[C:22]([Cl:28])[C:23]([N:25]([CH3:27])[CH3:26])=[CH:24][C:10]=2[O:9]1)=[O:7].